This data is from NCI-60 drug combinations with 297,098 pairs across 59 cell lines. The task is: Regression. Given two drug SMILES strings and cell line genomic features, predict the synergy score measuring deviation from expected non-interaction effect. Drug 1: C1=CC(=CC=C1C#N)C(C2=CC=C(C=C2)C#N)N3C=NC=N3. Drug 2: C1=NC2=C(N=C(N=C2N1C3C(C(C(O3)CO)O)F)Cl)N. Cell line: SW-620. Synergy scores: CSS=-2.32, Synergy_ZIP=1.11, Synergy_Bliss=-0.622, Synergy_Loewe=-5.28, Synergy_HSA=-4.08.